Task: Regression/Classification. Given a drug SMILES string, predict its absorption, distribution, metabolism, or excretion properties. Task type varies by dataset: regression for continuous measurements (e.g., permeability, clearance, half-life) or binary classification for categorical outcomes (e.g., BBB penetration, CYP inhibition). Dataset: b3db_classification.. Dataset: Blood-brain barrier permeability classification from the B3DB database (1) The compound is CCOc1ccc2ccccc2c1C(=O)N[C@H]1C(=O)N2[C@H]1SC(C)(C)[C@H]2C(=O)O. The result is 0 (does not penetrate BBB). (2) The drug is c1ccc2nc(N3CCNCC3)ccc2c1. The result is 1 (penetrates BBB). (3) The compound is COc1c(N2CCN[C@@H](C)C2)c(F)cc2c(=O)c(C(=O)O)cn(C3CC3)c12. The result is 1 (penetrates BBB). (4) The drug is O=C(OC1C[N+]2(CCCOc3ccccc3)CCC1CC2)C(O)(c1cccs1)c1cccs1. The result is 0 (does not penetrate BBB). (5) The molecule is NC[C@H]1O[C@H](O[C@@H]2[C@@H](N)C[C@@H](N)[C@H](O[C@H]3O[C@H](CO)[C@@H](O)[C@H](N)[C@H]3O)[C@H]2O)[C@H](N)[C@@H](O)[C@@H]1O. The result is 0 (does not penetrate BBB). (6) The drug is CCOc1ccc2ccccc2c1NC(=O)C1C(=O)N2C1SC(C)(C)C2C(=O)O. The result is 0 (does not penetrate BBB).